Dataset: Reaction yield outcomes from USPTO patents with 853,638 reactions. Task: Predict the reaction yield, written as a fraction of the theoretical maximum amount of product (1.0 means a 100% yield; for example, 0.34 means a 34% yield). The reactants are [NH2:1][S:2]([C:5]1[N:9]([CH3:10])[C:8]([C:11]([OH:13])=[O:12])=[CH:7][CH:6]=1)(=[O:4])=[O:3].[C:14]1(C)C=CC=CC=1.C[Si](C=[N+]=[N-])(C)C. The catalyst is CO. The product is [NH2:1][S:2]([C:5]1[N:9]([CH3:10])[C:8]([C:11]([O:13][CH3:14])=[O:12])=[CH:7][CH:6]=1)(=[O:4])=[O:3]. The yield is 0.610.